This data is from Forward reaction prediction with 1.9M reactions from USPTO patents (1976-2016). The task is: Predict the product of the given reaction. (1) Given the reactants [F:1][C:2]([F:14])([F:13])[O:3][C:4]1[CH:5]=[C:6]([CH:10]=[CH:11][CH:12]=1)[C:7](Cl)=[O:8].C(O[Si](C)(C)C)(=O)[CH2:16][C:17]([O:19][Si](C)(C)C)=[O:18].[Li+].[Br-].OS(O)(=O)=O.[C:37]([O:40][C:41]([CH3:43])=[CH2:42])(=[O:39])[CH3:38], predict the reaction product. The product is: [O:8]=[C:7]([C:6]1[CH:10]=[CH:11][CH:12]=[C:4]([O:3][C:2]([F:14])([F:13])[F:1])[CH:5]=1)[CH2:16][C:17]([OH:19])=[O:18].[CH3:42][C:41]1([CH3:43])[O:40][C:37](=[O:39])[CH:38]=[C:7]([C:6]2[CH:10]=[CH:11][CH:12]=[C:4]([O:3][C:2]([F:14])([F:13])[F:1])[CH:5]=2)[O:8]1. (2) Given the reactants [OH:1][C@H:2]([C@@H:26]([NH:34]C(OCC1C=CC=CC=1)=O)[CH2:27][C:28]1[CH:33]=[CH:32][CH:31]=[CH:30][CH:29]=1)[CH2:3][N:4]([CH2:13][C:14]1[CH:19]=[CH:18][C:17]([C:20]2[CH:25]=[CH:24][CH:23]=[CH:22][N:21]=2)=[CH:16][CH:15]=1)[NH:5][C:6]([O:8][C:9]([CH3:12])([CH3:11])[CH3:10])=[O:7], predict the reaction product. The product is: [OH:1][C@H:2]([C@@H:26]([NH2:34])[CH2:27][C:28]1[CH:33]=[CH:32][CH:31]=[CH:30][CH:29]=1)[CH2:3][N:4]([CH2:13][C:14]1[CH:19]=[CH:18][C:17]([C:20]2[CH:25]=[CH:24][CH:23]=[CH:22][N:21]=2)=[CH:16][CH:15]=1)[NH:5][C:6]([O:8][C:9]([CH3:11])([CH3:10])[CH3:12])=[O:7]. (3) Given the reactants [N:1]1[N:5]2[C:9](=[O:10])[C:4]3[N:5]([N:1]=[CH:2][CH:3]=3)[C:9](=[O:10])[C:4]2=[CH:3][CH:2]=1.[Cl:15][C:16]1[CH:22]=[C:21]([Cl:23])[C:20]([Cl:24])=[CH:19][C:17]=1[NH2:18], predict the reaction product. The product is: [Cl:15][C:16]1[CH:22]=[C:21]([Cl:23])[C:20]([Cl:24])=[CH:19][C:17]=1[NH:18][C:9]([C:4]1[CH:3]=[CH:2][NH:1][N:5]=1)=[O:10]. (4) Given the reactants Cl[C:2]1[C:11]2[C:6](=[CH:7][C:8]([O:20][CH3:21])=[CH:9][C:10]=2[O:12][CH:13]2[CH2:18][CH2:17][N:16]([CH3:19])[CH2:15][CH2:14]2)[N:5]=[CH:4][N:3]=1.[NH2:22][C:23]1[CH:24]=[C:25]([CH3:30])[C:26]([OH:29])=[CH:27][CH:28]=1, predict the reaction product. The product is: [CH3:30][C:25]1[CH:24]=[C:23]([CH:28]=[CH:27][C:26]=1[OH:29])[NH:22][C:2]1[C:11]2[C:6](=[CH:7][C:8]([O:20][CH3:21])=[CH:9][C:10]=2[O:12][CH:13]2[CH2:18][CH2:17][N:16]([CH3:19])[CH2:15][CH2:14]2)[N:5]=[CH:4][N:3]=1. (5) Given the reactants [C:1]([NH:5][C:6]([C:8]1[S:25][C:11]2[N:12]=[C:13]([S:23][CH3:24])[N:14]=[C:15]([C:16]3[CH:21]=[CH:20][CH:19]=[C:18]([NH2:22])[CH:17]=3)[C:10]=2[C:9]=1[NH2:26])=[O:7])([CH3:4])([CH3:3])[CH3:2].Cl[C:28]([O:30][C:31]1[CH:36]=[CH:35][CH:34]=[CH:33][CH:32]=1)=[O:29], predict the reaction product. The product is: [C:1]([NH:5][C:6]([C:8]1[S:25][C:11]2[N:12]=[C:13]([S:23][CH3:24])[N:14]=[C:15]([C:16]3[CH:21]=[CH:20][CH:19]=[C:18]([NH:22][C:28]([O:30][C:31]4[CH:36]=[CH:35][CH:34]=[CH:33][CH:32]=4)=[O:29])[CH:17]=3)[C:10]=2[C:9]=1[NH2:26])=[O:7])([CH3:4])([CH3:2])[CH3:3]. (6) Given the reactants [CH3:1][C:2]1[N:7]=[C:6]([O:8][C:9]2[CH:10]=[C:11]([CH2:15]O)[CH:12]=[CH:13][CH:14]=2)[CH:5]=[CH:4][C:3]=1[C:17]([F:20])([F:19])[F:18].S(Cl)([Cl:23])=O, predict the reaction product. The product is: [Cl:23][CH2:15][C:11]1[CH:10]=[C:9]([CH:14]=[CH:13][CH:12]=1)[O:8][C:6]1[N:7]=[C:2]([CH3:1])[C:3]([C:17]([F:20])([F:19])[F:18])=[CH:4][CH:5]=1. (7) Given the reactants C([O:3][C:4]([C:6]1([C:9]2[CH:14]=[CH:13][C:12]([C:15]3[CH:20]=[CH:19][C:18]([C:21]4[O:25][N:24]=[C:23]([CH3:26])[C:22]=4[NH:27][C:28]([O:30][CH:31]([C:33]4[CH:38]=[CH:37][CH:36]=[C:35]([O:39][Si](C(C)(C)C)(C)C)[CH:34]=4)[CH3:32])=[O:29])=[CH:17][CH:16]=3)=[CH:11][CH:10]=2)[CH2:8][CH2:7]1)=[O:5])C.CO.[OH-].[Li+], predict the reaction product. The product is: [OH:39][C:35]1[CH:34]=[C:33]([CH:31]([O:30][C:28]([NH:27][C:22]2[C:23]([CH3:26])=[N:24][O:25][C:21]=2[C:18]2[CH:19]=[CH:20][C:15]([C:12]3[CH:11]=[CH:10][C:9]([C:6]4([C:4]([OH:5])=[O:3])[CH2:7][CH2:8]4)=[CH:14][CH:13]=3)=[CH:16][CH:17]=2)=[O:29])[CH3:32])[CH:38]=[CH:37][CH:36]=1.